This data is from Reaction yield outcomes from USPTO patents with 853,638 reactions. The task is: Predict the reaction yield, written as a fraction of the theoretical maximum amount of product (1.0 means a 100% yield; for example, 0.34 means a 34% yield). (1) The reactants are [Cl:1][C:2]1[CH:3]=[C:4]([CH:9]2[C:18]3[C:13](=[CH:14][C:15](B4OC(C)(C)C(C)(C)O4)=[C:16]([F:19])[CH:17]=3)[CH2:12][N:11]([CH3:29])[CH2:10]2)[CH:5]=[CH:6][C:7]=1[Cl:8].Cl[C:31]1[N:32]=[N:33][C:34]([C:37]([F:40])([F:39])[F:38])=[CH:35][CH:36]=1.C(=O)([O-])[O-].[Cs+].[Cs+]. No catalyst specified. The product is [Cl:1][C:2]1[CH:3]=[C:4]([CH:9]2[C:18]3[C:13](=[CH:14][C:15]([C:31]4[N:32]=[N:33][C:34]([C:37]([F:40])([F:39])[F:38])=[CH:35][CH:36]=4)=[C:16]([F:19])[CH:17]=3)[CH2:12][N:11]([CH3:29])[CH2:10]2)[CH:5]=[CH:6][C:7]=1[Cl:8]. The yield is 0.280. (2) The reactants are [CH3:1][C:2]1[C:6]([CH2:7][N:8]2[CH:12]=[C:11]([N:13]3[C:17](=[O:18])[CH2:16][NH:15][C:14]3=[O:19])[CH:10]=[N:9]2)=[C:5]([CH3:20])[O:4][N:3]=1.Br[CH2:22][C:23]1[CH:28]=[CH:27][CH:26]=[CH:25][C:24]=1[C:29]([F:32])([F:31])[F:30]. No catalyst specified. The product is [CH3:1][C:2]1[C:6]([CH2:7][N:8]2[CH:12]=[C:11]([N:13]3[C:17](=[O:18])[CH2:16][N:15]([CH2:22][C:23]4[CH:28]=[CH:27][CH:26]=[CH:25][C:24]=4[C:29]([F:30])([F:31])[F:32])[C:14]3=[O:19])[CH:10]=[N:9]2)=[C:5]([CH3:20])[O:4][N:3]=1. The yield is 0.370. (3) The reactants are [CH2:1]([O:8][CH:9]1[C:17]([CH3:19])([CH3:18])[CH2:16][C:15]2[N:14]([C:20]3[CH:25]=[C:24]([I:26])[CH:23]=[CH:22][N:21]=3)[N:13]=[C:12]([C:27]([OH:29])=O)[C:11]=2[CH2:10]1)[C:2]1[CH:7]=[CH:6][CH:5]=[CH:4][CH:3]=1.C([O-])(=O)C.[NH4+:34]. No catalyst specified. The product is [CH2:1]([O:8][CH:9]1[C:17]([CH3:19])([CH3:18])[CH2:16][C:15]2[N:14]([C:20]3[CH:25]=[C:24]([I:26])[CH:23]=[CH:22][N:21]=3)[N:13]=[C:12]([C:27]([NH2:34])=[O:29])[C:11]=2[CH2:10]1)[C:2]1[CH:7]=[CH:6][CH:5]=[CH:4][CH:3]=1. The yield is 0.630. (4) The reactants are [F:1][C:2]1[CH:7]=[CH:6][C:5]([C:8]2[CH2:17][CH2:16][C:11]3([O:15][CH2:14][CH2:13][O:12]3)[CH2:10][CH:9]=2)=[CH:4][CH:3]=1. The catalyst is C1(C)C=CC=CC=1.O=[Pt]=O. The product is [F:1][C:2]1[CH:7]=[CH:6][C:5]([CH:8]2[CH2:17][CH2:16][C:11]3([O:12][CH2:13][CH2:14][O:15]3)[CH2:10][CH2:9]2)=[CH:4][CH:3]=1. The yield is 0.980. (5) The catalyst is C1(C)C=CC=CC=1. The product is [CH3:23][O:22][C:20]([CH:19]1[CH2:18][CH2:17][N:16]([C:24]([O:26][CH:27]([CH3:29])[CH3:28])=[O:25])[C:5]2[CH:6]=[C:7]([C:12]([F:14])([F:13])[F:15])[C:8]([CH2:10][CH3:11])=[CH:9][C:4]=2[C:3]1=[O:2])=[O:21]. The yield is 0.850. The reactants are C[O:2][C:3](=O)[C:4]1[CH:9]=[C:8]([CH2:10][CH3:11])[C:7]([C:12]([F:15])([F:14])[F:13])=[CH:6][C:5]=1[N:16]([C:24]([O:26][CH:27]([CH3:29])[CH3:28])=[O:25])[CH2:17][CH2:18][CH2:19][C:20]([O:22][CH3:23])=[O:21].CC(C)([O-])C.[K+].